This data is from Peptide-MHC class I binding affinity with 185,985 pairs from IEDB/IMGT. The task is: Regression. Given a peptide amino acid sequence and an MHC pseudo amino acid sequence, predict their binding affinity value. This is MHC class I binding data. (1) The peptide sequence is KAIIDTAQF. The MHC is HLA-A02:12 with pseudo-sequence HLA-A02:12. The binding affinity (normalized) is 0.0847. (2) The peptide sequence is ILKRWGTIK. The MHC is HLA-A03:01 with pseudo-sequence HLA-A03:01. The binding affinity (normalized) is 0.755. (3) The peptide sequence is HRYLIRQSM. The MHC is HLA-B27:05 with pseudo-sequence HLA-B27:05. The binding affinity (normalized) is 0.715. (4) The peptide sequence is ERVRELAVA. The MHC is HLA-B15:03 with pseudo-sequence HLA-B15:03. The binding affinity (normalized) is 0. (5) The peptide sequence is FMVFLQTHI. The MHC is HLA-A31:01 with pseudo-sequence HLA-A31:01. The binding affinity (normalized) is 0.143. (6) The peptide sequence is WTLYAVATTF. The MHC is HLA-A23:01 with pseudo-sequence HLA-A23:01. The binding affinity (normalized) is 0.386. (7) The peptide sequence is QPKKAAAAL. The MHC is HLA-A03:01 with pseudo-sequence HLA-A03:01. The binding affinity (normalized) is 0.0847. (8) The peptide sequence is YHSNVKEL. The MHC is HLA-B27:05 with pseudo-sequence HLA-B27:05. The binding affinity (normalized) is 0.180. (9) The peptide sequence is PSEVELEEY. The MHC is HLA-B15:17 with pseudo-sequence HLA-B15:17. The binding affinity (normalized) is 0.0847.